Task: Predict the reactants needed to synthesize the given product.. Dataset: Full USPTO retrosynthesis dataset with 1.9M reactions from patents (1976-2016) (1) Given the product [CH3:30][C:8]1[N:9]([C:11]([C:24]2[CH:25]=[CH:26][CH:27]=[CH:28][CH:29]=2)([C:18]2[CH:19]=[CH:20][CH:21]=[CH:22][CH:23]=2)[C:12]2[CH:17]=[CH:16][CH:15]=[CH:14][CH:13]=2)[CH:10]=[C:6]([C:34]([C:36]2([C:39]([F:42])([F:41])[F:40])[CH2:38][CH2:37]2)=[O:35])[N:7]=1, predict the reactants needed to synthesize it. The reactants are: C([Mg]Br)C.I[C:6]1[N:7]=[C:8]([CH3:30])[N:9]([C:11]([C:24]2[CH:29]=[CH:28][CH:27]=[CH:26][CH:25]=2)([C:18]2[CH:23]=[CH:22][CH:21]=[CH:20][CH:19]=2)[C:12]2[CH:17]=[CH:16][CH:15]=[CH:14][CH:13]=2)[CH:10]=1.CON(C)[C:34]([C:36]1([C:39]([F:42])([F:41])[F:40])[CH2:38][CH2:37]1)=[O:35].[Cl-].[NH4+]. (2) Given the product [CH3:1][O:2][C:3]([C:4]1[CH:9]=[C:8]([C:25]2[CH:30]=[C:29]([CH2:31][O:32][CH2:33][O:34][CH3:35])[CH:28]=[C:27]([O:36][CH3:37])[N:26]=2)[CH:7]=[N:6][CH:5]=1)=[O:23], predict the reactants needed to synthesize it. The reactants are: [CH3:1][O:2][C:3](=[O:23])[C:4]1[CH:9]=[C:8]([Sn](CCCC)(CCCC)CCCC)[CH:7]=[N:6][CH:5]=1.Cl[C:25]1[CH:30]=[C:29]([CH2:31][O:32][CH2:33][O:34][CH3:35])[CH:28]=[C:27]([O:36][CH3:37])[N:26]=1. (3) Given the product [O-:20][C:14]1[CH:19]=[CH:18][CH:17]=[CH:16][CH:15]=1.[O-:20][C:14]1[CH:19]=[CH:18][CH:17]=[CH:16][CH:15]=1.[CH-:2]1[CH:6]=[CH:5][CH:4]=[CH:3]1.[CH-:7]1[CH:11]=[CH:10][CH:9]=[CH:8]1.[Zr+2:13], predict the reactants needed to synthesize it. The reactants are: C[C-:2]1[CH:6]=[CH:5][CH:4]=[CH:3]1.[C-:7]1(C)[CH:11]=[CH:10][CH:9]=[CH:8]1.[Zr+2:13].[C:14]1([OH:20])[CH:19]=[CH:18][CH:17]=[CH:16][CH:15]=1.C. (4) Given the product [CH2:1]([C:5]1[C:6]([CH3:23])=[C:7]([C:21]#[N:22])[C:8]2[N:12]([C:13]=1[Cl:26])[C:11]1[CH:15]=[C:16]([Cl:20])[C:17]([Cl:19])=[CH:18][C:10]=1[N:9]=2)[CH2:2][CH2:3][CH3:4], predict the reactants needed to synthesize it. The reactants are: [CH2:1]([C:5]1[C:13](=O)[N:12]2[C:8]([NH:9][C:10]3[CH:18]=[C:17]([Cl:19])[C:16]([Cl:20])=[CH:15][C:11]=32)=[C:7]([C:21]#[N:22])[C:6]=1[CH3:23])[CH2:2][CH2:3][CH3:4].P(Cl)(Cl)([Cl:26])=O. (5) Given the product [C:1]([O:5][C:6]([N:8]1[CH2:9][CH:10]=[C:11]([O:14][Si:16]([CH3:18])([CH3:17])[CH3:15])[CH2:12][CH2:13]1)=[O:7])([CH3:4])([CH3:2])[CH3:3], predict the reactants needed to synthesize it. The reactants are: [C:1]([O:5][C:6]([N:8]1[CH2:13][CH2:12][C:11](=[O:14])[CH2:10][CH2:9]1)=[O:7])([CH3:4])([CH3:3])[CH3:2].[CH3:15][Si:16](Cl)([CH3:18])[CH3:17].CCN(CC)CC.CCCCCC. (6) The reactants are: O[C:2]1[N:7]2[N:8]=[CH:9][CH:10]=[C:6]2[N:5]=[C:4]([CH:11]2[CH2:16][N:15]([C:17]([O:19][C:20]([CH3:23])([CH3:22])[CH3:21])=[O:18])[CH:14]([C:24]([O:26][C:27]([CH3:30])([CH3:29])[CH3:28])=[O:25])[CH2:13][CH2:12]2)[CH:3]=1.CCN(C(C)C)C(C)C.O=P(Cl)(Cl)[Cl:42]. Given the product [Cl:42][C:2]1[N:7]2[N:8]=[CH:9][CH:10]=[C:6]2[N:5]=[C:4]([CH:11]2[CH2:16][N:15]([C:17]([O:19][C:20]([CH3:23])([CH3:22])[CH3:21])=[O:18])[CH:14]([C:24]([O:26][C:27]([CH3:30])([CH3:29])[CH3:28])=[O:25])[CH2:13][CH2:12]2)[CH:3]=1, predict the reactants needed to synthesize it. (7) Given the product [C:25]([O:29][C:30](=[O:45])[CH2:31][CH2:32][N:33]([C:38]([O:40][C:41]([CH3:44])([CH3:43])[CH3:42])=[O:39])[CH2:34][C:35]([N:17]1[C:18]2[C:14](=[CH:13][C:12]([O:11][CH2:10][C:8]3[C:7]([C:21]([F:23])([F:22])[F:24])=[N:6][N:5]([CH2:1][CH:2]([CH3:4])[CH3:3])[CH:9]=3)=[CH:20][CH:19]=2)[CH2:15][CH2:16]1)=[O:36])([CH3:27])([CH3:28])[CH3:26], predict the reactants needed to synthesize it. The reactants are: [CH2:1]([N:5]1[CH:9]=[C:8]([CH2:10][O:11][C:12]2[CH:13]=[C:14]3[C:18](=[CH:19][CH:20]=2)[NH:17][CH2:16][CH2:15]3)[C:7]([C:21]([F:24])([F:23])[F:22])=[N:6]1)[CH:2]([CH3:4])[CH3:3].[C:25]([O:29][C:30](=[O:45])[CH2:31][CH2:32][N:33]([C:38]([O:40][C:41]([CH3:44])([CH3:43])[CH3:42])=[O:39])[CH2:34][C:35](O)=[O:36])([CH3:28])([CH3:27])[CH3:26].CCN(C(C)C)C(C)C.C1C=CC2N(O)N=NC=2C=1.CCN=C=NCCCN(C)C.Cl.C(=O)(O)[O-].[Na+].